From a dataset of Reaction yield outcomes from USPTO patents with 853,638 reactions. Predict the reaction yield, written as a fraction of the theoretical maximum amount of product (1.0 means a 100% yield; for example, 0.34 means a 34% yield). (1) The reactants are C1(P(C2C=CC=CC=2)C2C=CC=CC=2)C=CC=CC=1.[N:20]([CH2:23][C:24]1[C:25]([Cl:30])=[N:26][CH:27]=[CH:28][CH:29]=1)=[N+]=[N-].[OH-].[Na+].Cl. The catalyst is C1COCC1.[NH4+].[OH-].CCOCC. The product is [NH2:20][CH2:23][C:24]1[C:25]([Cl:30])=[N:26][CH:27]=[CH:28][CH:29]=1. The yield is 0.730. (2) The reactants are C(Cl)(=O)C(Cl)=O.CS(C)=O.[C:11]([O:15][C:16]([N:18]1[CH2:25][CH2:24][C:21]2([CH2:23][CH2:22]2)[CH:20]([OH:26])[CH2:19]1)=[O:17])([CH3:14])([CH3:13])[CH3:12].C(N(CC)CC)C. The catalyst is ClCCl.COC(C)(C)C. The product is [C:11]([O:15][C:16]([N:18]1[CH2:25][CH2:24][C:21]2([CH2:23][CH2:22]2)[C:20](=[O:26])[CH2:19]1)=[O:17])([CH3:14])([CH3:12])[CH3:13]. The yield is 0.890.